From a dataset of Full USPTO retrosynthesis dataset with 1.9M reactions from patents (1976-2016). Predict the reactants needed to synthesize the given product. (1) Given the product [C:1]1([C@@H:7]([NH:10][C:15]2[C:14]3[N:18]=[CH:19][N:20]([C:13]=3[N:12]=[CH:11][N:16]=2)[C@@H:21]2[O:25][C@H:24]([CH2:26][OH:27])[C@@H:23]([OH:28])[C@H:22]2[OH:29])[CH2:8][CH3:9])[CH:6]=[CH:5][CH:4]=[CH:3][CH:2]=1, predict the reactants needed to synthesize it. The reactants are: [C:1]1([C@@H:7]([NH2:10])[CH2:8][CH3:9])[CH:6]=[CH:5][CH:4]=[CH:3][CH:2]=1.[CH:11]1[N:16]=[C:15](Cl)[C:14]2[N:18]=[CH:19][N:20]([C@@H:21]3[O:25][C@H:24]([CH2:26][OH:27])[C@@H:23]([OH:28])[C@H:22]3[OH:29])[C:13]=2[N:12]=1.C(N(CC)CC)C. (2) Given the product [CH3:1][O:2][C:3](=[O:14])[CH2:4][C:7]1[CH:8]=[C:9]([Br:13])[CH:10]=[CH:11][C:12]=1[O:24][CH3:23], predict the reactants needed to synthesize it. The reactants are: [CH3:1][O:2][C:3](=[O:14])[C:4]([C:7]1[CH:12]=[CH:11][CH:10]=[C:9]([Br:13])[CH:8]=1)(C)C.BrC1C=C(C[C:23](O)=[O:24])C=CC=1. (3) Given the product [OH:6][CH2:7][C:8]([CH3:34])([C:28]1[NH:32][C:31]([CH3:33])=[N:30][N:29]=1)[C:9]#[C:10][C:11]1[CH:12]=[CH:13][C:14]2[O:23][CH2:22][CH2:21][N:20]3[C:16](=[N:17][C:18]([C:24]([NH2:26])=[O:25])=[CH:19]3)[C:15]=2[CH:27]=1, predict the reactants needed to synthesize it. The reactants are: C([Si](C)(C)[O:6][CH2:7][C:8]([CH3:34])([C:28]1[NH:32][C:31]([CH3:33])=[N:30][N:29]=1)[C:9]#[C:10][C:11]1[CH:12]=[CH:13][C:14]2[O:23][CH2:22][CH2:21][N:20]3[C:16](=[N:17][C:18]([C:24]([NH2:26])=[O:25])=[CH:19]3)[C:15]=2[CH:27]=1)(C)(C)C.CCCC[N+](CCCC)(CCCC)CCCC.[F-]. (4) Given the product [C:1]([NH:4][CH:5]1[CH:11]([OH:12])[CH:10]([OH:13])[CH:9]([CH2:14][OH:15])[O:8][CH:6]1[NH:27][NH:26][C:16]([CH2:17][CH2:18][CH2:19][CH2:20][C:21]([NH:23][NH2:24])=[O:22])=[O:25])(=[O:3])[CH3:2], predict the reactants needed to synthesize it. The reactants are: [C:1]([NH:4][C@@H:5]1[C@@H:11]([OH:12])[C@H:10]([OH:13])[C@@H:9]([CH2:14][OH:15])[O:8][CH:6]1O)(=[O:3])[CH3:2].[C:16]([NH:26][NH2:27])(=[O:25])[CH2:17][CH2:18][CH2:19][CH2:20][C:21]([NH:23][NH2:24])=[O:22]. (5) Given the product [CH3:29][NH:30][C:31]([N:13]1[CH2:12][CH2:11][N:10]([CH2:14][C:15]2[CH:20]=[CH:19][C:18]([C:21]3[CH:26]=[C:25]([CH3:27])[CH:24]=[CH:23][C:22]=3[Cl:28])=[CH:17][CH:16]=2)[CH2:9][C@@H:8]1[CH2:1][C:2]1[CH:7]=[CH:6][CH:5]=[CH:4][CH:3]=1)=[O:32], predict the reactants needed to synthesize it. The reactants are: [CH2:1]([C@@H:8]1[NH:13][CH2:12][CH2:11][N:10]([CH2:14][C:15]2[CH:20]=[CH:19][C:18]([C:21]3[CH:26]=[C:25]([CH3:27])[CH:24]=[CH:23][C:22]=3[Cl:28])=[CH:17][CH:16]=2)[CH2:9]1)[C:2]1[CH:7]=[CH:6][CH:5]=[CH:4][CH:3]=1.[CH3:29][N:30]=[C:31]=[O:32]. (6) Given the product [Br:1][C:2]1[N:7]=[C:6]([NH:8][C:9]([C@@H:11]2[CH2:15][C@@H:14]([F:16])[CH2:13][N:12]2[C:17](=[O:34])[CH2:18][N:19]2[C:27]3[C:22](=[CH:23][C:24]([NH:35][C:36]([N:41]4[CH2:42][CH2:43][CH2:44][C:39]([F:45])([F:38])[CH2:40]4)=[O:37])=[CH:25][CH:26]=3)[C:21]([C:31]([NH2:32])=[O:33])=[N:20]2)=[O:10])[CH:5]=[CH:4][CH:3]=1, predict the reactants needed to synthesize it. The reactants are: [Br:1][C:2]1[N:7]=[C:6]([NH:8][C:9]([C@@H:11]2[CH2:15][C@@H:14]([F:16])[CH2:13][N:12]2[C:17](=[O:34])[CH2:18][N:19]2[C:27]3[C:22](=[CH:23][C:24](C(O)=O)=[CH:25][CH:26]=3)[C:21]([C:31](=[O:33])[NH2:32])=[N:20]2)=[O:10])[CH:5]=[CH:4][CH:3]=1.[N-:35]=[C:36]=[O:37].[F:38][C:39]1([F:45])[CH2:44][CH2:43][CH2:42][NH:41][CH2:40]1. (7) Given the product [CH3:1][CH:2]([CH3:22])[CH2:3][CH2:4][O:5][C:6]1[N:11]=[N:10][C:9]([CH2:12][CH2:13][C:14]2[CH:21]=[CH:20][C:17]([CH2:18][N:27]3[CH2:28][CH2:29][CH:24]([OH:23])[CH2:25][CH2:26]3)=[CH:16][CH:15]=2)=[CH:8][CH:7]=1, predict the reactants needed to synthesize it. The reactants are: [CH3:1][CH:2]([CH3:22])[CH2:3][CH2:4][O:5][C:6]1[N:11]=[N:10][C:9]([CH2:12][CH2:13][C:14]2[CH:21]=[CH:20][C:17]([CH:18]=O)=[CH:16][CH:15]=2)=[CH:8][CH:7]=1.[OH:23][CH:24]1[CH2:29][CH2:28][NH:27][CH2:26][CH2:25]1. (8) Given the product [NH:1]1[C:5]2[CH:6]=[CH:7][CH:8]=[CH:9][C:4]=2[N:3]=[C:2]1[C:10]([C:12]1[CH:17]=[CH:16][C:15]([O:18][C:19]2[C:24]([C:25]3[C:26]([O:39][CH2:38][C:37]4[CH:40]=[CH:41][C:34]([O:33][CH3:32])=[CH:35][CH:36]=4)=[N:27][CH:28]=[CH:29][CH:30]=3)=[N:23][CH:22]=[CH:21][N:20]=2)=[CH:14][CH:13]=1)=[O:11], predict the reactants needed to synthesize it. The reactants are: [NH:1]1[C:5]2[CH:6]=[CH:7][CH:8]=[CH:9][C:4]=2[N:3]=[C:2]1[C:10]([C:12]1[CH:17]=[CH:16][C:15]([O:18][C:19]2[C:24]([C:25]3[C:26](F)=[N:27][CH:28]=[CH:29][CH:30]=3)=[N:23][CH:22]=[CH:21][N:20]=2)=[CH:14][CH:13]=1)=[O:11].[CH3:32][O:33][C:34]1[CH:41]=[CH:40][C:37]([CH2:38][OH:39])=[CH:36][CH:35]=1.CC(C)([O-])C.[K+].CC(O)(C)C. (9) Given the product [CH2:8]([O:32][C:33]1[C:42]([CH3:43])=[CH:41][CH:40]=[CH:39][C:34]=1[C:35]([O:37][CH3:38])=[O:36])[C:5]1[CH:6]=[CH:7][CH:2]=[CH:3][CH:4]=1, predict the reactants needed to synthesize it. The reactants are: F[C:2]1[CH:7]=[CH:6][C:5]([C:8]2N=C(C(N3CC[C:6]4[C:5](=[CH:4][CH:3]=[C:2](O)[C:7]=4O)[CH2:8]3)=O)C3C(=CC=CC=3)N=2)=[CH:4][CH:3]=1.[OH:32][C:33]1[C:42]([CH3:43])=[CH:41][CH:40]=[CH:39][C:34]=1[C:35]([O:37][CH3:38])=[O:36].B(Br)(Br)Br.